Predict which catalyst facilitates the given reaction. From a dataset of Catalyst prediction with 721,799 reactions and 888 catalyst types from USPTO. (1) Reactant: [F:1][C:2]([F:34])([F:33])[C:3]1[CH:4]=[C:5]([CH:26]=[C:27]([C:29]([F:32])([F:31])[F:30])[CH:28]=1)[CH2:6][NH:7][C:8]([C:10]1([CH2:22][CH:23]2[CH2:25][CH2:24]2)[CH2:14][CH2:13][N:12](C(OC(C)(C)C)=O)[CH2:11]1)=[O:9].C(O)(C(F)(F)F)=O. Product: [F:33][C:2]([F:1])([F:34])[C:3]1[CH:4]=[C:5]([CH:26]=[C:27]([C:29]([F:32])([F:31])[F:30])[CH:28]=1)[CH2:6][NH:7][C:8]([C:10]1([CH2:22][CH:23]2[CH2:25][CH2:24]2)[CH2:14][CH2:13][NH:12][CH2:11]1)=[O:9]. The catalyst class is: 2. (2) Reactant: [F:1][C:2]1[CH:7]=[CH:6][C:5](Cl)=[CH:4][CH:3]=1.[CH3:9][O:10][C:11]1[CH:16]=[CH:15][C:14]([C:17](=[O:20])[CH2:18][CH3:19])=[CH:13][CH:12]=1.P.C(O[Na])(C)(C)C. Product: [F:1][C:2]1[CH:7]=[CH:6][C:5]([CH:18]([CH3:19])[C:17]([C:14]2[CH:15]=[CH:16][C:11]([O:10][CH3:9])=[CH:12][CH:13]=2)=[O:20])=[CH:4][CH:3]=1. The catalyst class is: 164. (3) Reactant: I[C:2]1[CH:3]=[CH:4][C:5]([O:8][C:9]2[CH:10]=[C:11]3[C:15](=[CH:16][CH:17]=2)[CH2:14][CH:13]([N:18]2[CH2:22][CH2:21][CH2:20][CH2:19]2)[CH2:12]3)=[N:6][CH:7]=1.[CH3:23][N:24]1[CH2:28][CH2:27][NH:26][C:25]1=[O:29].CNCCNC.C(=O)([O-])[O-].[K+].[K+]. Product: [CH3:23][N:24]1[CH2:28][CH2:27][N:26]([C:2]2[CH:7]=[N:6][C:5]([O:8][C:9]3[CH:10]=[C:11]4[C:15](=[CH:16][CH:17]=3)[CH2:14][CH:13]([N:18]3[CH2:22][CH2:21][CH2:20][CH2:19]3)[CH2:12]4)=[CH:4][CH:3]=2)[C:25]1=[O:29]. The catalyst class is: 185.